From a dataset of Full USPTO retrosynthesis dataset with 1.9M reactions from patents (1976-2016). Predict the reactants needed to synthesize the given product. (1) Given the product [CH2:18]([C:2]1[C:3]([NH2:11])=[CH:4][C:5]2[C:10](=[CH:9][CH:8]=[CH:7][CH:6]=2)[N:1]=1)[CH2:19][CH2:20][CH2:21][CH2:22][CH3:23], predict the reactants needed to synthesize it. The reactants are: [N:1]1[C:10]2[C:5](=[CH:6][CH:7]=[CH:8][CH:9]=2)[CH:4]=[C:3]([NH2:11])[CH:2]=1.C([Li])(C)(C)C.I[CH2:18][CH2:19][CH2:20][CH2:21][CH2:22][CH3:23]. (2) Given the product [CH:24]1([CH2:30][N:2]2[CH2:7][CH2:6][CH2:5][CH:4]([C:8]3[CH:9]=[CH:10][C:11]([O:12][C:13]4[CH:21]=[CH:20][C:16]([C:17]([NH2:19])=[O:18])=[CH:15][N:14]=4)=[CH:22][CH:23]=3)[CH2:3]2)[CH2:29][CH2:28][CH2:27][CH2:26][CH2:25]1, predict the reactants needed to synthesize it. The reactants are: Cl.[NH:2]1[CH2:7][CH2:6][CH2:5][CH:4]([C:8]2[CH:23]=[CH:22][C:11]([O:12][C:13]3[CH:21]=[CH:20][C:16]([C:17]([NH2:19])=[O:18])=[CH:15][N:14]=3)=[CH:10][CH:9]=2)[CH2:3]1.[CH:24]1([CH:30]=O)[CH2:29][CH2:28][CH2:27][CH2:26][CH2:25]1.[BH4-].[Na+]. (3) Given the product [CH3:15][NH:16][C:17]([C:19]1[CH:24]=[C:23]([O:8][C:5]2[CH:6]=[CH:7][C:2]([NH2:1])=[CH:3][CH:4]=2)[CH:22]=[CH:21][N:20]=1)=[O:18], predict the reactants needed to synthesize it. The reactants are: [NH2:1][C:2]1[CH:7]=[CH:6][C:5]([OH:8])=[CH:4][CH:3]=1.CC(C)([O-])C.[K+].[CH3:15][NH:16][C:17]([C:19]1[CH:24]=[CH:23][CH:22]=[CH:21][N:20]=1)=[O:18].C([O-])([O-])=O.[K+].[K+]. (4) Given the product [CH3:1][C:2]1([CH2:24][CH2:25][CH2:26][CH2:27][CH2:28][C:29]([O-:31])=[O:30])[C:10]2[C:9]3[CH:11]=[C:12]([S:19]([O-:22])(=[O:20])=[O:21])[CH:13]=[C:14]([S:15]([O-:18])(=[O:17])=[O:16])[C:8]=3[CH:7]=[CH:6][C:5]=2[N:4]=[C:3]1[CH3:23].[K+:33].[K+:33].[K+:33], predict the reactants needed to synthesize it. The reactants are: [CH3:1][C:2]1([CH2:24][CH2:25][CH2:26][CH2:27][CH2:28][C:29]([OH:31])=[O:30])[C:10]2[C:9]3[CH:11]=[C:12]([S:19]([OH:22])(=[O:21])=[O:20])[CH:13]=[C:14]([S:15]([OH:18])(=[O:17])=[O:16])[C:8]=3[CH:7]=[CH:6][C:5]=2[N:4]=[C:3]1[CH3:23].[OH-].[K+:33]. (5) Given the product [F:18][C:15]1[CH:16]=[CH:17][C:12]([NH:11][C:10](=[O:26])[C@@H:8]([NH:7][C:6]2[N:38]=[CH:37][N:36]=[C:35]3[C:31]=2[N:32]=[CH:33][N:34]3[CH:39]2[CH2:44][CH2:43][CH2:42][CH2:41][O:40]2)[CH3:9])=[C:13]([NH:19][C:20]2[CH:25]=[CH:24][N:23]=[CH:22][N:21]=2)[CH:14]=1, predict the reactants needed to synthesize it. The reactants are: C(O[C:6](=O)[NH:7][C@H:8]([C:10](=[O:26])[NH:11][C:12]1[CH:17]=[CH:16][C:15]([F:18])=[CH:14][C:13]=1[NH:19][C:20]1[CH:25]=[CH:24][N:23]=[CH:22][N:21]=1)[CH3:9])(C)(C)C.Cl.ClC1[N:38]=[CH:37][N:36]=[C:35]2[C:31]=1[N:32]=[CH:33][N:34]2[CH:39]1[CH2:44][CH2:43][CH2:42][CH2:41][O:40]1.CCN(C(C)C)C(C)C. (6) Given the product [CH3:1][O:2][C:3]1[CH:4]=[CH:5][C:6]([C:9]2([CH2:17][S:18][CH2:19][C:20]([N:45]3[C@@H:44]([C:38]4[CH:43]=[CH:42][CH:41]=[CH:40][CH:39]=4)[CH2:48][O:47][C:46]3=[O:49])=[O:21])[O:14][CH2:13][C:12]([CH3:16])([CH3:15])[CH2:11][O:10]2)=[CH:7][CH:8]=1, predict the reactants needed to synthesize it. The reactants are: [CH3:1][O:2][C:3]1[CH:8]=[CH:7][C:6]([C:9]2([CH2:17][S:18][CH2:19][C:20](O)=[O:21])[O:14][CH2:13][C:12]([CH3:16])([CH3:15])[CH2:11][O:10]2)=[CH:5][CH:4]=1.C1(N=C=NC2CCCCC2)CCCCC1.[C:38]1([C@H:44]2[CH2:48][O:47][C:46](=[O:49])[NH:45]2)[CH:43]=[CH:42][CH:41]=[CH:40][CH:39]=1. (7) Given the product [C:22]([C:2]1[CH:16]=[CH:15][C:5]([C:6]([NH:8][CH2:9][CH2:10][C:11]([F:14])([F:13])[F:12])=[O:7])=[CH:4][N:3]=1)(=[O:24])[CH3:23], predict the reactants needed to synthesize it. The reactants are: I[C:2]1[CH:16]=[CH:15][C:5]([C:6]([NH:8][CH2:9][CH2:10][C:11]([F:14])([F:13])[F:12])=[O:7])=[CH:4][N:3]=1.C([Sn](CCCC)(CCCC)[C:22]([O:24]CC)=[CH2:23])CCC.Cl.C([O-])(O)=O.[Na+].